Dataset: Full USPTO retrosynthesis dataset with 1.9M reactions from patents (1976-2016). Task: Predict the reactants needed to synthesize the given product. (1) Given the product [Cl:1][C:2]1[CH:3]=[C:4]([C:10]2([C:32]([F:33])([F:34])[F:35])[O:14][N:13]=[C:12]([C:15]3[C:24]4[C:19](=[CH:20][CH:21]=[CH:22][CH:23]=4)[C:18]([C:25]([NH:27][CH2:28][CH2:29][S:30]([CH3:31])=[N:74][C:72](=[O:73])[C:71]([F:76])([F:75])[F:70])=[O:26])=[CH:17][CH:16]=3)[CH2:11]2)[CH:5]=[C:6]([Cl:9])[C:7]=1[Cl:8], predict the reactants needed to synthesize it. The reactants are: [Cl:1][C:2]1[CH:3]=[C:4]([C:10]2([C:32]([F:35])([F:34])[F:33])[O:14][N:13]=[C:12]([C:15]3[C:24]4[C:19](=[CH:20][CH:21]=[CH:22][CH:23]=4)[C:18]([C:25]([NH:27][CH2:28][CH2:29][S:30][CH3:31])=[O:26])=[CH:17][CH:16]=3)[CH2:11]2)[CH:5]=[C:6]([Cl:9])[C:7]=1[Cl:8].ClC1C=C(C2(C(F)(F)F)ON=C(C3C4C(=CC=CC=4)C(C(NCCSC)=O)=CC=3)C2)C=C(Cl)C=1.[F:70][C:71]([F:76])([F:75])[C:72]([NH2:74])=[O:73].C(OI(C1C=CC=CC=1)OC(=O)C)(=O)C. (2) Given the product [F:1][C:2]1[CH:3]=[CH:4][C:5]([C:8]2[CH:17]=[C:16]([OH:18])[C:15]3[N:14]=[CH:13][NH:12][C:11](=[O:28])[C:10]=3[C:9]=2[C:29]#[N:30])=[CH:6][CH:7]=1, predict the reactants needed to synthesize it. The reactants are: [F:1][C:2]1[CH:7]=[CH:6][C:5]([C:8]2[CH:17]=[C:16]([O:18]C)[C:15]3[N:14]=[CH:13][N:12](COCC[Si](C)(C)C)[C:11](=[O:28])[C:10]=3[C:9]=2[C:29]#[N:30])=[CH:4][CH:3]=1.B(Br)(Br)Br. (3) Given the product [Br:8][C:16]1[CH:15]=[CH:14][C:13]2[N:12]([CH2:11][CH:10]([CH3:25])[CH3:9])[C:24]3[C:19]([C:18]=2[CH:17]=1)=[CH:20][CH:21]=[CH:22][CH:23]=3, predict the reactants needed to synthesize it. The reactants are: C1C(=O)N([Br:8])C(=O)C1.[CH3:9][CH:10]([CH3:25])[CH2:11][N:12]1[C:24]2[CH:23]=[CH:22][CH:21]=[CH:20][C:19]=2[C:18]2[C:13]1=[CH:14][CH:15]=[CH:16][CH:17]=2. (4) The reactants are: [Br:1][C:2]1[CH:7]=[C:6]([Cl:8])[C:5]([C:9]2[C:10](=[O:23])/[C:11](=[CH:16]/[C:17]3[CH:22]=[CH:21][CH:20]=[CH:19][N:18]=3)/[CH2:12][C:13]=2[O:14][CH3:15])=[C:4]([Cl:24])[CH:3]=1. Given the product [Br:1][C:2]1[CH:7]=[C:6]([Cl:8])[C:5]([C:9]2[C:10](=[O:23])[CH:11]([CH2:16][C:17]3[CH:22]=[CH:21][CH:20]=[CH:19][N:18]=3)[CH2:12][C:13]=2[O:14][CH3:15])=[C:4]([Cl:24])[CH:3]=1, predict the reactants needed to synthesize it.